From a dataset of Experimental lipophilicity measurements (octanol/water distribution) for 4,200 compounds from AstraZeneca. Regression/Classification. Given a drug SMILES string, predict its absorption, distribution, metabolism, or excretion properties. Task type varies by dataset: regression for continuous measurements (e.g., permeability, clearance, half-life) or binary classification for categorical outcomes (e.g., BBB penetration, CYP inhibition). For this dataset (lipophilicity_astrazeneca), we predict Y. (1) The molecule is CC(CCc1ccccc1)NCC(O)c1ccc(O)c(C(N)=O)c1. The Y is 1.06 logD. (2) The drug is COc1cc(F)ccc1-c1cncc(CNC2CCC2)n1. The Y is 2.23 logD. (3) The drug is Cc1ccnc2nc(C(=O)Nc3nccs3)nn12. The Y is 0.310 logD. (4) The drug is CN(C(=O)Cc1ccccc1)[C@H]1CC[C@@]2(CCCO2)C[C@@H]1N1CCCC1. The Y is 0.990 logD.